Dataset: Peptide-MHC class I binding affinity with 185,985 pairs from IEDB/IMGT. Task: Regression. Given a peptide amino acid sequence and an MHC pseudo amino acid sequence, predict their binding affinity value. This is MHC class I binding data. (1) The MHC is HLA-A02:06 with pseudo-sequence HLA-A02:06. The binding affinity (normalized) is 0.387. The peptide sequence is SLDQGLVGL. (2) The peptide sequence is IMYDSGAKY. The MHC is BoLA-D18.4 with pseudo-sequence BoLA-D18.4. The binding affinity (normalized) is 0.714. (3) The peptide sequence is IDETCEHEY. The MHC is HLA-A24:02 with pseudo-sequence HLA-A24:02. The binding affinity (normalized) is 0. (4) The peptide sequence is RKWGLDFCY. The MHC is HLA-A26:03 with pseudo-sequence HLA-A26:03. The binding affinity (normalized) is 0.0847. (5) The peptide sequence is NSFELGVWV. The MHC is HLA-A68:02 with pseudo-sequence HLA-A68:02. The binding affinity (normalized) is 0.920. (6) The MHC is HLA-A11:01 with pseudo-sequence HLA-A11:01. The binding affinity (normalized) is 0.00886. The peptide sequence is PSLPSPSR. (7) The peptide sequence is DEFVADIPS. The MHC is HLA-A03:01 with pseudo-sequence HLA-A03:01. The binding affinity (normalized) is 0.0847. (8) The peptide sequence is GLENGLNYI. The MHC is HLA-A31:01 with pseudo-sequence HLA-A31:01. The binding affinity (normalized) is 0.0122.